From a dataset of NCI-60 drug combinations with 297,098 pairs across 59 cell lines. Regression. Given two drug SMILES strings and cell line genomic features, predict the synergy score measuring deviation from expected non-interaction effect. (1) Drug 1: C1=NNC2=C1C(=O)NC=N2. Drug 2: CC(C)NC(=O)C1=CC=C(C=C1)CNNC.Cl. Cell line: MOLT-4. Synergy scores: CSS=6.82, Synergy_ZIP=-1.35, Synergy_Bliss=0.278, Synergy_Loewe=-1.25, Synergy_HSA=-0.0338. (2) Drug 1: CC1C(C(CC(O1)OC2CC(CC3=C2C(=C4C(=C3O)C(=O)C5=C(C4=O)C(=CC=C5)OC)O)(C(=O)C)O)N)O.Cl. Drug 2: N.N.Cl[Pt+2]Cl. Cell line: MALME-3M. Synergy scores: CSS=17.3, Synergy_ZIP=-2.86, Synergy_Bliss=2.70, Synergy_Loewe=-19.5, Synergy_HSA=-0.469. (3) Synergy scores: CSS=-7.89, Synergy_ZIP=6.53, Synergy_Bliss=1.26, Synergy_Loewe=-3.84, Synergy_HSA=-8.68. Drug 2: CC(C)(C#N)C1=CC(=CC(=C1)CN2C=NC=N2)C(C)(C)C#N. Drug 1: CN(C)C1=NC(=NC(=N1)N(C)C)N(C)C. Cell line: RPMI-8226.